Dataset: Retrosynthesis with 50K atom-mapped reactions and 10 reaction types from USPTO. Task: Predict the reactants needed to synthesize the given product. (1) Given the product O=C(O)c1ccc(-c2ccc(CNc3cccc(-c4c(C(=O)c5ccccc5)cnc5c(C(F)(F)F)cccc45)c3)cc2)cc1, predict the reactants needed to synthesize it. The reactants are: Nc1cccc(-c2c(C(=O)c3ccccc3)cnc3c(C(F)(F)F)cccc23)c1.O=Cc1ccc(-c2ccc(C(=O)O)cc2)cc1. (2) The reactants are: O=C(OCc1ccccc1)N1CCNCC1.O=C1CCC(C(=O)NCc2nccnc2Cl)CC1. Given the product O=C(NCc1nccnc1Cl)C1CCC(N2CCN(C(=O)OCc3ccccc3)CC2)CC1, predict the reactants needed to synthesize it.